From a dataset of Serine/threonine kinase 33 screen with 319,792 compounds. Binary Classification. Given a drug SMILES string, predict its activity (active/inactive) in a high-throughput screening assay against a specified biological target. (1) The molecule is S=C(N1CCC(CC1)C(OCC)=O)Nc1c(ccc(c1)C)C. The result is 0 (inactive). (2) The molecule is S(c1n(CC)c(nn1)COc1ccccc1)CC(=O)CC(=O)Nc1c(OC)cccc1. The result is 0 (inactive). (3) The result is 0 (inactive). The molecule is O=C(NCCC(C)C)c1cc2ncn(C3CCCCC3)c2cc1. (4) The drug is O=C(N(CC1CN(CCC1)CCc1c(OC)cccc1)C)COC. The result is 0 (inactive). (5) The molecule is S(=O)(=O)(N1CCCNCC1)c1c2c(ccc1)cncc2. The result is 1 (active). (6) The molecule is S=C(N)/C(=C\c1ccc(N(CC)CC)cc1)C#N. The result is 0 (inactive). (7) The drug is s1c2c(nc1NC(=O)C1CC1)CC(CC2=O)(C)C. The result is 0 (inactive).